From a dataset of Reaction yield outcomes from USPTO patents with 853,638 reactions. Predict the reaction yield, written as a fraction of the theoretical maximum amount of product (1.0 means a 100% yield; for example, 0.34 means a 34% yield). (1) The reactants are [CH3:1][C:2]1([CH3:10])[O:7][CH2:6][CH:5]([CH2:8][OH:9])[CH2:4][O:3]1.[H-].[Na+].Cl[C:14]1[CH:19]=[CH:18][N+:17]([O-:20])=[C:16]([CH3:21])[C:15]=1[CH3:22]. The catalyst is CS(C)=O. The product is [CH3:1][C:2]1([CH3:10])[O:7][CH2:6][CH:5]([CH2:8][O:9][C:14]2[CH:19]=[CH:18][N+:17]([O-:20])=[C:16]([CH3:21])[C:15]=2[CH3:22])[CH2:4][O:3]1. The yield is 0.748. (2) The yield is 0.410. The product is [Cl:2][C:3]1[CH:4]=[CH:5][CH:6]=[C:7]([NH:12][CH3:13])[C:8]=1[C:9]([OH:11])=[O:10]. The reactants are [Na].[Cl:2][C:3]1[CH:4]=[CH:5][CH:6]=[C:7]([NH2:12])[C:8]=1[C:9]([OH:11])=[O:10].[CH2:13]=O.[BH4-].[Na+].[OH-].[K+].Cl. The catalyst is CO.